From a dataset of Full USPTO retrosynthesis dataset with 1.9M reactions from patents (1976-2016). Predict the reactants needed to synthesize the given product. (1) Given the product [CH3:36][O:35][C:31]1[CH:30]=[C:29](/[C:27](=[N:2]/[NH:1][C:3](=[O:25])[CH:4]([NH:16][C:17](=[O:24])[C:18]2[CH:23]=[CH:22][CH:21]=[CH:20][CH:19]=2)[C:5]2[C:14]3[C:9](=[CH:10][CH:11]=[CH:12][CH:13]=3)[C:8](=[O:15])[NH:7][N:6]=2)/[CH3:26])[CH:34]=[CH:33][CH:32]=1, predict the reactants needed to synthesize it. The reactants are: [NH:1]([C:3](=[O:25])[CH:4]([NH:16][C:17](=[O:24])[C:18]1[CH:23]=[CH:22][CH:21]=[CH:20][CH:19]=1)[C:5]1[C:14]2[C:9](=[CH:10][CH:11]=[CH:12][CH:13]=2)[C:8](=[O:15])[NH:7][N:6]=1)[NH2:2].[CH3:26][C:27]([C:29]1[CH:34]=[CH:33][CH:32]=[C:31]([O:35][CH3:36])[CH:30]=1)=O.C(O)(=O)C. (2) The reactants are: [CH3:1][C:2]1([CH2:6][N:7]2[CH:11]=[C:10]([N+:12]([O-])=O)[N:9]=[CH:8]2)[CH2:5][O:4][CH2:3]1.[F:15][C:16]1[CH:17]=[C:18]2[C:23](=[C:24]([F:26])[CH:25]=1)[CH2:22][CH:21]([NH:27][CH:28]([CH2:32][CH2:33][CH3:34])[C:29](O)=[O:30])[CH2:20][CH2:19]2. Given the product [CH3:1][C:2]1([CH2:6][N:7]2[CH:11]=[C:10]([NH:12][C:29](=[O:30])[C@@H:28]([NH:27][CH:21]3[CH2:20][CH2:19][C:18]4[C:23](=[C:24]([F:26])[CH:25]=[C:16]([F:15])[CH:17]=4)[CH2:22]3)[CH2:32][CH2:33][CH3:34])[N:9]=[CH:8]2)[CH2:5][O:4][CH2:3]1, predict the reactants needed to synthesize it. (3) Given the product [CH3:31][NH:32][C:12]([C:10]1[CH:9]=[CH:8][C:7]2[N:3]([CH2:1][CH3:2])[C:4]([NH:15][C:16]3[S:17][C:18]4[CH:24]=[C:23]([C:25]([F:27])([F:28])[F:26])[CH:22]=[CH:21][C:19]=4[N:20]=3)=[N:5][C:6]=2[CH:11]=1)=[O:14], predict the reactants needed to synthesize it. The reactants are: [CH2:1]([N:3]1[C:7]2[CH:8]=[CH:9][C:10]([C:12]([OH:14])=O)=[CH:11][C:6]=2[N:5]=[C:4]1[NH:15][C:16]1[S:17][C:18]2[CH:24]=[C:23]([C:25]([F:28])([F:27])[F:26])[CH:22]=[CH:21][C:19]=2[N:20]=1)[CH3:2].CN.[CH3:31][N:32](C(ON1N=NC2C=CC=CC1=2)=[N+](C)C)C.F[P-](F)(F)(F)(F)F.CCN(C(C)C)C(C)C. (4) Given the product [NH2:22][C:19]1[CH:20]=[CH:21][C:16]([S:13](=[O:14])(=[O:15])[NH:12][C:11]2[C:2]([F:1])=[CH:3][C:4]3[CH2:8][O:7][B:6]([OH:9])[C:5]=3[CH:10]=2)=[C:17]([CH2:29][C:30]([OH:32])=[O:31])[CH:18]=1, predict the reactants needed to synthesize it. The reactants are: [F:1][C:2]1[C:11]([NH:12][S:13]([C:16]2[CH:21]=[CH:20][C:19]([NH:22]C(=O)C(F)(F)F)=[CH:18][C:17]=2[CH2:29][C:30]([O:32]C)=[O:31])(=[O:15])=[O:14])=[CH:10][C:5]2[B:6]([OH:9])[O:7][CH2:8][C:4]=2[CH:3]=1.[OH-].[Na+]. (5) Given the product [Cl:1][CH2:2][C@H:3]1[O:21][C:24]([CH3:26])([CH3:25])[O:20][C@@H:5]([CH2:6][C:7]([O:9][C:10]([CH3:18])([CH3:19])[CH2:11][C:12]2[CH:13]=[CH:14][CH:15]=[CH:16][CH:17]=2)=[O:8])[CH2:4]1, predict the reactants needed to synthesize it. The reactants are: [Cl:1][CH2:2][C@@H:3]([OH:21])[CH2:4][C@@H:5]([OH:20])[CH2:6][C:7]([O:9][C:10]([CH3:19])([CH3:18])[CH2:11][C:12]1[CH:17]=[CH:16][CH:15]=[CH:14][CH:13]=1)=[O:8].CO[C:24](OC)([CH3:26])[CH3:25].CS(O)(=O)=O. (6) The reactants are: [OH:1][C:2]1[CH:6]([CH2:7][CH2:8][C:9]2[CH:14]=[CH:13][CH:12]=[CH:11][CH:10]=2)[O:5][C:4](=[O:15])[CH:3]=1.[CH:16](=O)[C:17]1[CH:22]=[CH:21][CH:20]=[CH:19][CH:18]=1.[F:24][C:25]1[CH:33]=[C:32]2[C:28]([C:29]([CH2:34][CH2:35][NH:36][C:37](=[O:39])[CH3:38])=[CH:30][NH:31]2)=[CH:27][CH:26]=1. Given the product [F:24][C:25]1[CH:33]=[C:32]2[C:28]([C:29]([CH2:34][CH2:35][NH:36][C:37](=[O:39])[CH3:38])=[C:30]([CH:16]([C:3]3[C:4](=[O:15])[O:5][CH:6]([CH2:7][CH2:8][C:9]4[CH:14]=[CH:13][CH:12]=[CH:11][CH:10]=4)[C:2]=3[OH:1])[C:17]3[CH:22]=[CH:21][CH:20]=[CH:19][CH:18]=3)[NH:31]2)=[CH:27][CH:26]=1, predict the reactants needed to synthesize it. (7) Given the product [CH3:1][O:2][C:3]([C:5]1[N:6]([N:11]=[CH:18][C:17]2[CH:16]=[CH:15][C:14]([C:13]([F:12])([F:22])[F:23])=[CH:21][CH:20]=2)[CH:7]=[C:8]([Br:10])[CH:9]=1)=[O:4], predict the reactants needed to synthesize it. The reactants are: [CH3:1][O:2][C:3]([C:5]1[N:6]([NH2:11])[CH:7]=[C:8]([Br:10])[CH:9]=1)=[O:4].[F:12][C:13]([F:23])([F:22])[C:14]1[CH:21]=[CH:20][C:17]([CH:18]=O)=[CH:16][CH:15]=1. (8) Given the product [F:1][C:2]1[N:7]=[CH:6][N:5]=[C:4]([O:8][C:9]2[CH:14]=[CH:13][C:12]([NH:15][C:25]([NH:24][C:20]3[CH:21]=[CH:22][CH:23]=[C:18]([C:17]([F:16])([F:27])[F:28])[CH:19]=3)=[O:26])=[CH:11][CH:10]=2)[CH:3]=1, predict the reactants needed to synthesize it. The reactants are: [F:1][C:2]1[N:7]=[CH:6][N:5]=[C:4]([O:8][C:9]2[CH:14]=[CH:13][C:12]([NH2:15])=[CH:11][CH:10]=2)[CH:3]=1.[F:16][C:17]([F:28])([F:27])[C:18]1[CH:23]=[CH:22][CH:21]=[C:20]([N:24]=[C:25]=[O:26])[CH:19]=1. (9) Given the product [CH:5]1[C:6]([C@H:7]2[C@H:12]([CH2:13][O:14][C:15]3[CH:16]=[CH:17][C:18]4[O:23][CH2:22][O:21][C:19]=4[CH:20]=3)[CH2:11][NH:10][CH2:9][CH2:8]2)=[CH:1][CH:2]=[C:3]([F:24])[CH:4]=1, predict the reactants needed to synthesize it. The reactants are: [CH:1]1[C:6]([C@H:7]2[C@H:12]([CH2:13][O:14][C:15]3[CH:16]=[CH:17][C:18]4[O:23][CH2:22][O:21][C:19]=4[CH:20]=3)[CH2:11][NH:10][CH2:9][CH2:8]2)=[CH:5][CH:4]=[C:3]([F:24])[CH:2]=1.Cl.CC(O)C.[OH-].[Na+].